This data is from Reaction yield outcomes from USPTO patents with 853,638 reactions. The task is: Predict the reaction yield, written as a fraction of the theoretical maximum amount of product (1.0 means a 100% yield; for example, 0.34 means a 34% yield). (1) The reactants are [CH3:1][O:2][C:3]1[CH:8]=[CH:7][C:6](B(O)O)=[CH:5][CH:4]=1.[CH3:12][CH2:13][C:14]1([C:23]2C=[CH:27][CH:26]=[CH:25][CH:24]=2)C(=O)NC(=O)NC1=O.BrCCCCCCCC.P([O-])([O-])([O-])=O.[K+].[K+].[K+].CN1C=CN=C1CC1N(C)C=CN=1.Cl. The catalyst is C1CC=CCCC=C1.C1CC=CCCC=C1.[Ni].CN(C)C(=O)C. The product is [CH2:12]([C:6]1[CH:7]=[CH:8][C:3]([O:2][CH3:1])=[CH:4][CH:5]=1)[CH2:13][CH2:14][CH2:23][CH2:24][CH2:25][CH2:26][CH3:27]. The yield is 0.870. (2) The reactants are C(OC([N:8](CC1C=CC(OC)=CC=1)[C:9]1[CH:14]=[C:13]([CH2:15][C@H:16]2[C:19](=[O:20])[N:18]([C:21](=[O:31])[NH:22][C@@H:23]([CH:25]3[CH2:30][CH2:29][CH2:28][CH2:27][CH2:26]3)[CH3:24])[C@@H:17]2[C:32]([OH:34])=[O:33])[CH:12]=[CH:11][N:10]=1)=O)(C)(C)C.[C:44]([OH:50])([C:46]([F:49])([F:48])[F:47])=[O:45]. The catalyst is C(Cl)Cl. The product is [F:47][C:46]([F:49])([F:48])[C:44]([OH:50])=[O:45].[NH2:8][C:9]1[CH:14]=[C:13]([CH2:15][C@H:16]2[C:19](=[O:20])[N:18]([C:21](=[O:31])[NH:22][C@@H:23]([CH:25]3[CH2:26][CH2:27][CH2:28][CH2:29][CH2:30]3)[CH3:24])[C@@H:17]2[C:32]([OH:34])=[O:33])[CH:12]=[CH:11][N:10]=1. The yield is 0.700. (3) The reactants are [CH:1]1[N:2]=[CH:3][N:4]2[CH:9]=[CH:8][CH:7]=[CH:6][C:5]=12.C(=O)(O)[O-].[Na+].[I:15]I. The catalyst is CCO.O. The product is [I:15][C:1]1[N:2]=[CH:3][N:4]2[CH:9]=[CH:8][CH:7]=[CH:6][C:5]=12. The yield is 0.630. (4) The reactants are Br[C:2]1[CH:3]=[C:4]([C:8]2[C:13]3[O:14][C:15]4[CH:20]=[CH:19][CH:18]=[CH:17][C:16]=4[C:12]=3[CH:11]=[CH:10][CH:9]=2)[CH:5]=[CH:6][CH:7]=1.[B:21]1([B:21]2[O:25][C:24]([CH3:27])([CH3:26])[C:23]([CH3:29])([CH3:28])[O:22]2)[O:25][C:24]([CH3:27])([CH3:26])[C:23]([CH3:29])([CH3:28])[O:22]1.C(Cl)Cl.CC([O-])=O.[K+]. The catalyst is O1CCOCC1.C(OCC)(=O)C.C1C=CC(P(C2C=CC=CC=2)[C-]2C=CC=C2)=CC=1.C1C=CC(P(C2C=CC=CC=2)[C-]2C=CC=C2)=CC=1.Cl[Pd]Cl.[Fe+2].C1(P(C2C=CC=CC=2)[C-]2C=CC=C2)C=CC=CC=1.[C-]1(P(C2C=CC=CC=2)C2C=CC=CC=2)C=CC=C1.[Fe+2]. The product is [CH3:28][C:23]1([CH3:29])[C:24]([CH3:27])([CH3:26])[O:25][B:21]([C:2]2[CH:3]=[C:4]([C:8]3[C:13]4[O:14][C:15]5[CH:20]=[CH:19][CH:18]=[CH:17][C:16]=5[C:12]=4[CH:11]=[CH:10][CH:9]=3)[CH:5]=[CH:6][CH:7]=2)[O:22]1. The yield is 0.730. (5) The reactants are [Cl-].O[NH3+:3].[C:4](=[O:7])([O-])[OH:5].[Na+].CS(C)=O.[CH2:13]([C:15]([OH:52])([CH2:50][CH3:51])[CH2:16][O:17][C@H:18]1[CH2:21][C@H:20]([N:22]2[C:27](=[O:28])[C:26]([CH2:29][C:30]3[CH:35]=[CH:34][C:33]([C:36]4[C:37]([C:42]#[N:43])=[CH:38][CH:39]=[CH:40][CH:41]=4)=[CH:32][CH:31]=3)=[C:25]([CH2:44][CH2:45][CH3:46])[N:24]3[N:47]=[CH:48][N:49]=[C:23]23)[CH2:19]1)[CH3:14]. The catalyst is C(OCC)(=O)C. The product is [CH2:13]([C:15]([OH:52])([CH2:50][CH3:51])[CH2:16][O:17][C@H:18]1[CH2:19][C@H:20]([N:22]2[C:27](=[O:28])[C:26]([CH2:29][C:30]3[CH:35]=[CH:34][C:33]([C:36]4[CH:41]=[CH:40][CH:39]=[CH:38][C:37]=4[C:42]4[NH:3][C:4](=[O:7])[O:5][N:43]=4)=[CH:32][CH:31]=3)=[C:25]([CH2:44][CH2:45][CH3:46])[N:24]3[N:47]=[CH:48][N:49]=[C:23]23)[CH2:21]1)[CH3:14]. The yield is 0.790. (6) The reactants are [CH2:1]([O:3][C:4]([C:6]1[C:11]([NH2:12])=[CH:10][CH:9]=[C:8](Br)[N:7]=1)=[O:5])[CH3:2].[Cu][C:15]#[N:16]. The catalyst is CN(C=O)C. The product is [CH2:1]([O:3][C:4]([C:6]1[C:11]([NH2:12])=[CH:10][CH:9]=[C:8]([C:15]#[N:16])[N:7]=1)=[O:5])[CH3:2]. The yield is 0.266. (7) The reactants are [Cl:1][C:2]1[C:7]([N:8]2[CH2:13][CH2:12][N:11]([C:14]3[CH:19]=[CH:18][C:17]([F:20])=[CH:16][CH:15]=3)[CH2:10][CH2:9]2)=[CH:6][N:5]=[N:4][C:3]=1[NH:21][NH:22][C:23](=O)[CH2:24][CH:25]1[CH2:27][CH2:26]1.P(Cl)(Cl)(Cl)=O. The catalyst is C(#N)C. The product is [Cl:1][C:2]1[C:3]2[N:4]([C:23]([CH2:24][CH:25]3[CH2:27][CH2:26]3)=[N:22][N:21]=2)[N:5]=[CH:6][C:7]=1[N:8]1[CH2:13][CH2:12][N:11]([C:14]2[CH:19]=[CH:18][C:17]([F:20])=[CH:16][CH:15]=2)[CH2:10][CH2:9]1. The yield is 0.0320.